From a dataset of Catalyst prediction with 721,799 reactions and 888 catalyst types from USPTO. Predict which catalyst facilitates the given reaction. (1) Reactant: [CH2:1]([S:13][CH:14]([CH3:27])[CH2:15][C:16]([CH:18]1[C:23]([CH3:25])([CH3:24])[CH2:22][CH:21]=[CH:20][CH:19]1[CH3:26])=[O:17])[CH2:2][CH2:3][CH2:4][CH2:5][CH2:6][CH2:7][CH2:8][CH2:9][CH2:10][CH2:11][CH3:12].CC[OH:30]. Product: [CH2:1]([S:13]([CH:14]([CH3:27])[CH2:15][C:16]([CH:18]1[C:23]([CH3:24])([CH3:25])[CH2:22][CH:21]=[CH:20][CH:19]1[CH3:26])=[O:17])=[O:30])[CH2:2][CH2:3][CH2:4][CH2:5][CH2:6][CH2:7][CH2:8][CH2:9][CH2:10][CH2:11][CH3:12]. The catalyst class is: 24. (2) Reactant: [CH3:1][C@@H:2]1[CH2:7][CH2:6][CH2:5][NH:4][C@@H:3]1[CH2:8][N:9]1[C:17](=[O:18])[C:16]2[C:11](=[CH:12][CH:13]=[CH:14][CH:15]=2)[C:10]1=[O:19].[F:20][C:21]1[C:29]([F:30])=[CH:28][C:24]([C:25](O)=[O:26])=[C:23]([I:31])[CH:22]=1.CCN(C(C)C)C(C)C.CN(C(ON1N=NC2C=CC=NC1=2)=[N+](C)C)C.F[P-](F)(F)(F)(F)F. Product: [F:20][C:21]1[C:29]([F:30])=[CH:28][C:24]([C:25]([N:4]2[CH2:5][CH2:6][CH2:7][C@@H:2]([CH3:1])[C@H:3]2[CH2:8][N:9]2[C:17](=[O:18])[C:16]3[C:11](=[CH:12][CH:13]=[CH:14][CH:15]=3)[C:10]2=[O:19])=[O:26])=[C:23]([I:31])[CH:22]=1. The catalyst class is: 39. (3) Reactant: [OH:1][C@@:2]1([C:9]#[C:10][C:11]2[CH:12]=[C:13]([C:17]3[N:26]=[C:25]([C:27]([O:29]CC)=O)[C:24]4[C:19](=[CH:20][C:21]([O:32][CH3:33])=[CH:22][CH:23]=4)[N:18]=3)[CH:14]=[CH:15][CH:16]=2)[CH2:6][CH2:5][N:4]([CH3:7])[C:3]1=[O:8].[NH3:34]. Product: [OH:1][C@@:2]1([C:9]#[C:10][C:11]2[CH:12]=[C:13]([C:17]3[N:26]=[C:25]([C:27]([NH2:34])=[O:29])[C:24]4[C:19](=[CH:20][C:21]([O:32][CH3:33])=[CH:22][CH:23]=4)[N:18]=3)[CH:14]=[CH:15][CH:16]=2)[CH2:6][CH2:5][N:4]([CH3:7])[C:3]1=[O:8]. The catalyst class is: 5. (4) Reactant: C[O:2][C:3](=O)[CH2:4][CH:5]([C:19]#[N:20])[C:6]1[CH:11]=[CH:10][C:9]([O:12][CH2:13][O:14][CH2:15][CH2:16][O:17][CH3:18])=[CH:8][CH:7]=1.C([Al]CC(C)C)C(C)C.C([Li])CCC.COC(=O)CC.[BH4-].[Na+].Cl. Product: [C:19]([CH:5]([C:6]1[CH:11]=[CH:10][C:9]([O:12][CH2:13][O:14][CH2:15][CH2:16][O:17][CH3:18])=[CH:8][CH:7]=1)[CH2:4][CH2:3][OH:2])#[N:20]. The catalyst class is: 219.